Task: Binary Classification. Given a miRNA mature sequence and a target amino acid sequence, predict their likelihood of interaction.. Dataset: Experimentally validated miRNA-target interactions with 360,000+ pairs, plus equal number of negative samples (1) The miRNA is hsa-miR-6716-3p with sequence UCCGAACUCUCCAUUCCUCUGC. The protein sequence of the target gene is MAEDKPDAKSPKTGARPQGGADAGEPTTLLQRLRGTISKAVQNKVEGILQEVQKFSDNDKLYLYLQLPSGPSVGEKSSEPSLLSNEEYMYAYRWIRNHLEEHMDTCLPKQSVYDAYRKYCESLACCRPLSTANFGKIIREIFPDIKARRLGGRGQSKYCYSGIRRKTLVSMPPLPGLDLKGSESPEMGPEVSPAPRDELVEAACALTCDWAERILKRSFSSIVQVARYLLQQHLISARSAHAHVLKAGGLAEEDERAPRERSLCKSKNVVESLEGGGPKKPERPAQPPKEQEARAGTDLP.... Result: 0 (no interaction). (2) The miRNA is mmu-miR-7013-3p with sequence CCACACUUACUGUUGCCUCUUCCU. The protein sequence of the target gene is MDVSLLLNVEGVKKTILHGGTGELPSFITGSRVTFHFRTMKCDDERTVIDDSKQVGQPMSIIIGNMFKLEVWETLLTSMRLGEVAEFWCDTIHTGVYPMLSRSLRQVAEGKDPTSWHVHTCGLANMFAYHTLGYEDLDELQKEPQPLVFLIELLQVEAPNEYQRETWNLNNEERMQAVPLLHGEGNRLYKLGRYDQAATKYQEAIVCLRNLQTKEKPWEVEWLKLEKMINTLILNYCQCLLKKEEYYEVLEHTSDILRHHPGIVKAYYMRARAHAEVWNAEEAKADLEKVLELEPSMRKA.... Result: 0 (no interaction). (3) The miRNA is mmu-miR-669n with sequence AUUUGUGUGUGGAUGUGUGU. The protein sequence of the target gene is MLRRVTVAAVCATRRKLCEAGRELAALWGIETRGRCEDSAAARPFPILAMPGRNKAKSTCSCPDLQPNGQDLGENSRVARLGADESEEEGRRGSLSNAGDPEIVKSPSDPKQYRYIKLQNGLQALLISDLSNMEGKTGNTTDDEEEEEVEEEEEDDDEDSGAEIEDDDEEGFDDEDEFDDEHDDDLDTEDNELEELEERAEARKKTTEKQSAAALCVGVGSFADPDDLPGLAHFLEHMVFMGSLKYPDENGFDAFLKKHGGSDNASTDCERTVFQFDVQRKYFKEALDRWAQFFIHPLMI.... Result: 0 (no interaction). (4) The miRNA is mmu-miR-466n-3p with sequence UAUACAUGAGAGCAUACAUAGA. The protein sequence of the target gene is MNAAASSYPMASLYVGDLHSDVTEAMLYEKFSPAGPVLSIRVCRDMITRRSLGYAYVNFQQPADAERALDTMNFDVIKGKPIRIMWSQRDPSLRKSGVGNVFIKNLDKSIDNKALYDTFSAFGNILSCKVVCDENGSKGYAFVHFETQEAADKAIEKMNGMLLNDRKVFVGRFKSRKEREAELGAKAKEFTNVYIKNFGEEVDDESLKELFSQFGKTLSVKVMRDPNGKSKGFGFVSYEKHEDANKAVEEMNGKEISGKIIFVGRAQKKVERQAELKRKFEQLKQERISRYQGVNLYIKN.... Result: 0 (no interaction). (5) The miRNA is rno-miR-182 with sequence UUUGGCAAUGGUAGAACUCACACCG. Result: 0 (no interaction). The protein sequence of the target gene is MLSVQPDTKPKGCAGCNRKIKDRYLLKALDKYWHEDCLKCACCDCRLGEVGSTLYTKANLILCRRDYLRLFGVTGNCAACSKLIPAFEMVMRAKDNVYHLDCFACQLCNQRFCVGDKFFLKNNMILCQTDYEEGLMKEGYAPQVR. (6) The miRNA is hsa-miR-6072 with sequence UCCUCAUCACACUGCACCUUAG. The protein sequence of the target gene is MLLPTTIQPQTARKSQLPRGNSCLVGLHIASPQLLRVQPLVRTEPQSCFLSDLCQPPAQGFVQRPLPALQVVPAKRVPAPKAPDEQGSMLTPLSASDPLAVTSLSSSSAHPFISNLHTRHTEKLKKSLKVKTRSGRVSRPPKYKAKDYKFIKTEDLADGHLSDSDDYSELCVEEDEDQRERHALFDLSSCSLRPKSFKCQTCEKSYIGKGGLARHFKLNPGHGQLDPEMVLSEKASGSTLRGCTEERTLSLTSLGLSMPADPCEGGARSCLVTESARGGLQNGQSVDVEETLPSEPENGA.... Result: 0 (no interaction). (7) The miRNA is hsa-miR-29c-3p with sequence UAGCACCAUUUGAAAUCGGUUA. The protein sequence of the target gene is MAMESTATAAVAAELVSADKIEDVPAPSTSADKVESLDVDSEAKKLLGLGQKHLVMGDIPAAVNAFQEAASLLGKKYGETANECGEAFFFYGKSLLELARMENGVLGNALEGVHVEEEEGEKTEDESLVENNDNIDEEAREELREQVYDAMGEKEEAKKTEDKSLAKPETDKEQDSEMEKGGREDMDISKSAEEPQEKVDLTLDWLTETSEEAKGGAAPEGPNEAEVTSGKPEQEVPDAEEEKSVSGTDVQEECREKGGQEKQGEVIVSIEEKPKEVSEEQPVVTLEKQGTAVEVEAESL.... Result: 1 (interaction).